The task is: Binary Classification. Given a drug SMILES string, predict its activity (active/inactive) in a high-throughput screening assay against a specified biological target.. This data is from Serine/threonine kinase 33 screen with 319,792 compounds. (1) The compound is C1N(Cc2c(C1)cccc2)CC. The result is 0 (inactive). (2) The molecule is N(c1nc(nnc1c1ccccc1)c1ncccc1)C. The result is 0 (inactive). (3) The drug is s1\c([nH]c(c1)c1ccccc1)=C(/C(=O)CN(CCC(C)C)CCC(C)C)C#N. The result is 0 (inactive). (4) The molecule is FC(F)(F)c1cc(C(=O)NC2CC3N(C(CC3)C2)C)ccc1. The result is 0 (inactive). (5) The drug is O(c1c([N+]([O-])=O)cc(cc1)C(O\N=C(/N)c1ncccc1)=O)C. The result is 0 (inactive). (6) The compound is Brc1cc(c2nnc(c3nn(cc23)c2c(Cl)cccc2)C)ccc1. The result is 0 (inactive). (7) The molecule is n1(c2c(nc1/C=N\Nc1[nH]c3c(n1)cccc3)cccc2)C. The result is 0 (inactive).